From a dataset of Catalyst prediction with 721,799 reactions and 888 catalyst types from USPTO. Predict which catalyst facilitates the given reaction. (1) Reactant: [CH3:1][N:2]1[C:6]([CH3:7])=[C:5]([CH:8]=O)[CH:4]=[N:3]1.[H-].[Na+].C(OP([CH2:20][C:21]([O:23][CH2:24][CH3:25])=[O:22])(OCC)=O)C.CN(C)C=O. Product: [CH3:1][N:2]1[C:6]([CH3:7])=[C:5](/[CH:8]=[CH:20]/[C:21]([O:23][CH2:24][CH3:25])=[O:22])[CH:4]=[N:3]1. The catalyst class is: 6. (2) Reactant: C([O:3][C:4]([C:6]1([C:9]2[CH:14]=[CH:13][C:12]([C:15]3[CH:20]=[CH:19][C:18]([C:21]4[C:26]([CH:27]([OH:37])[CH2:28][CH2:29][CH2:30][C:31]5[CH:36]=[CH:35][CH:34]=[CH:33][CH:32]=5)=[CH:25][CH:24]=[CH:23][N:22]=4)=[CH:17][CH:16]=3)=[CH:11][CH:10]=2)[CH2:8][CH2:7]1)=[O:5])C.[OH-].[Na+]. Product: [OH:37][CH:27]([C:26]1[C:21]([C:18]2[CH:19]=[CH:20][C:15]([C:12]3[CH:11]=[CH:10][C:9]([C:6]4([C:4]([OH:5])=[O:3])[CH2:8][CH2:7]4)=[CH:14][CH:13]=3)=[CH:16][CH:17]=2)=[N:22][CH:23]=[CH:24][CH:25]=1)[CH2:28][CH2:29][CH2:30][C:31]1[CH:32]=[CH:33][CH:34]=[CH:35][CH:36]=1. The catalyst class is: 242. (3) Reactant: [CH2:22]([O:21][C:18]1C=CC(C(C2C=[CH:19][C:18]([O:21][CH2:22][CH:23]=CC)=CC=2)(C)C)=C[CH:19]=1)[CH:23]=CC.ClCCCl.[CH3:30][C:31]([C:40]1[CH:41]=[CH:42][C:43]([OH:46])=[CH:44][CH:45]=1)([C:33]1[CH:34]=[CH:35][C:36]([OH:39])=[CH:37][CH:38]=1)[CH3:32].ClC1C=C(C=CC=1)C(OO)=O.CC(C1[CH:66]=[CH:65][C:64]([OH:67])=[CH:63]C=1)(C1C=[CH:63][C:64]([OH:67])=[CH:65][CH:66]=1)C. The catalyst class is: 4. Product: [O:21]1[CH:18]([CH3:19])[CH:22]1[CH2:23][O:46][C:43]1[CH:44]=[CH:45][C:40]([C:31]([C:33]2[CH:34]=[CH:35][C:36]([O:39][CH2:63][CH:64]3[O:67][CH:65]3[CH3:66])=[CH:37][CH:38]=2)([CH3:30])[CH3:32])=[CH:41][CH:42]=1. (4) Product: [F:1][C:2]1[CH:21]=[C:20]([F:22])[CH:19]=[CH:18][C:3]=1[CH2:4][N:5]1[C:13]2[C:8](=[CH:9][C:10]([C:14]([OH:16])=[O:15])=[CH:11][CH:12]=2)[CH:7]=[CH:6]1. Reactant: [F:1][C:2]1[CH:21]=[C:20]([F:22])[CH:19]=[CH:18][C:3]=1[CH2:4][N:5]1[C:13]2[C:8](=[CH:9][C:10]([C:14]([O:16]C)=[O:15])=[CH:11][CH:12]=2)[CH:7]=[CH:6]1.[OH-].[Na+]. The catalyst class is: 5. (5) Reactant: [Si]([O:8][CH:9]([C:22]1[O:23][C:24]([C:27]2[CH:28]=[C:29]([OH:33])[CH:30]=[CH:31][CH:32]=2)=[CH:25][N:26]=1)[CH2:10][CH2:11][CH2:12][CH2:13][CH2:14][CH2:15][C:16]1[CH:21]=[CH:20][CH:19]=[CH:18][CH:17]=1)(C(C)(C)C)(C)C. Product: [OH:33][C:29]1[CH:28]=[C:27]([C:24]2[O:23][C:22]([C:9](=[O:8])[CH2:10][CH2:11][CH2:12][CH2:13][CH2:14][CH2:15][C:16]3[CH:17]=[CH:18][CH:19]=[CH:20][CH:21]=3)=[N:26][CH:25]=2)[CH:32]=[CH:31][CH:30]=1. The catalyst class is: 25.